From a dataset of Reaction yield outcomes from USPTO patents with 853,638 reactions. Predict the reaction yield, written as a fraction of the theoretical maximum amount of product (1.0 means a 100% yield; for example, 0.34 means a 34% yield). The reactants are [CH3:1][N:2]([CH3:8])[C@H:3]1[CH2:7][CH2:6][NH:5][CH2:4]1.C(N(CC)CC)C.F[C:17]1[C:18]([C:35]2[CH:40]=[CH:39][CH:38]=[CH:37][CH:36]=2)=[C:19]([CH3:34])[C:20]([C:32]#[N:33])=[C:21]2[C:25]=1[O:24][C:23]([C:26]1[CH:31]=[N:30][CH:29]=[CH:28][N:27]=1)=[N:22]2. The catalyst is CS(C)=O. The product is [CH3:1][N:2]([CH3:8])[C@H:3]1[CH2:7][CH2:6][N:5]([C:17]2[C:18]([C:35]3[CH:40]=[CH:39][CH:38]=[CH:37][CH:36]=3)=[C:19]([CH3:34])[C:20]([C:32]#[N:33])=[C:21]3[C:25]=2[O:24][C:23]([C:26]2[CH:31]=[N:30][CH:29]=[CH:28][N:27]=2)=[N:22]3)[CH2:4]1. The yield is 0.386.